Dataset: Catalyst prediction with 721,799 reactions and 888 catalyst types from USPTO. Task: Predict which catalyst facilitates the given reaction. (1) Reactant: [CH:1]1([CH2:4][O:5][C:6]2[CH:14]=[CH:13][C:9]3[O:10][CH2:11][O:12][C:8]=3[C:7]=2[C:15]2[C:16]3[NH:23][CH:22]=[C:21]([C:24](O)=[O:25])[C:17]=3[N:18]=[CH:19][N:20]=2)[CH2:3][CH2:2]1.[NH2:27][C@@H:28]([CH3:58])[C:29]([N:31]1[CH2:36][CH2:35][CH:34]([N:37]2[N:46]=[C:45]([C:47]3[CH:52]=[CH:51][C:50]([O:53][CH3:54])=[C:49]([O:55][CH3:56])[CH:48]=3)[C@@H:44]3[C@@H:39]([CH2:40][CH2:41][CH2:42][CH2:43]3)[C:38]2=[O:57])[CH2:33][CH2:32]1)=[O:30].CN(C(ON1N=NC2C=CC=CC1=2)=[N+](C)C)C.F[P-](F)(F)(F)(F)F.CCN(C(C)C)C(C)C. Product: [CH:1]1([CH2:4][O:5][C:6]2[CH:14]=[CH:13][C:9]3[O:10][CH2:11][O:12][C:8]=3[C:7]=2[C:15]2[C:16]3[NH:23][CH:22]=[C:21]([C:24]([NH:27][C@@H:28]([CH3:58])[C:29]([N:31]4[CH2:32][CH2:33][CH:34]([N:37]5[N:46]=[C:45]([C:47]6[CH:52]=[CH:51][C:50]([O:53][CH3:54])=[C:49]([O:55][CH3:56])[CH:48]=6)[C@@H:44]6[C@@H:39]([CH2:40][CH2:41][CH2:42][CH2:43]6)[C:38]5=[O:57])[CH2:35][CH2:36]4)=[O:30])=[O:25])[C:17]=3[N:18]=[CH:19][N:20]=2)[CH2:3][CH2:2]1. The catalyst class is: 2. (2) Reactant: O.[C:2](=[O:5])([O-:4])[O-:3].[La+3:6].[C:7](=[O:10])([O-:9])[O-:8].[C:11](=[O:14])([O-:13])[O-:12].[La+3]. Product: [OH2:3].[OH2:8].[C:11](=[O:12])([O-:14])[O-:13].[La+3:6].[C:2](=[O:3])([O-:5])[O-:4].[C:7](=[O:8])([O-:10])[O-:9].[La+3:6]. The catalyst class is: 11. (3) Reactant: [N:1]1([C:7](=[O:25])[CH2:8][C:9]2[CH:10]=[N:11][CH:12]=[C:13]([C:15]3[CH:16]=[N:17][C:18]4[NH:19][CH2:20][CH2:21][CH2:22][C:23]=4[CH:24]=3)[CH:14]=2)[CH2:6][CH2:5][O:4][CH2:3][CH2:2]1.N1C=CC=CC=1.[C:32](Cl)(=[O:34])[CH3:33]. Product: [C:32]([N:19]1[C:18]2[N:17]=[CH:16][C:15]([C:13]3[CH:14]=[C:9]([CH2:8][C:7]([N:1]4[CH2:6][CH2:5][O:4][CH2:3][CH2:2]4)=[O:25])[CH:10]=[N:11][CH:12]=3)=[CH:24][C:23]=2[CH2:22][CH2:21][CH2:20]1)(=[O:34])[CH3:33]. The catalyst class is: 91. (4) Reactant: [O:1]1[CH:5]=[CH:4][CH:3]=[C:2]1[C:6]1[N:19]=[C:9]2[N:10]=[C:11](S(C)(=O)=O)[N:12]=[C:13]([NH2:14])[N:8]2[N:7]=1.[CH:20]12[CH2:26][CH:23]([NH:24][CH2:25]1)[CH2:22][NH:21]2. Product: [CH:20]12[CH2:26][CH:23]([NH:24][CH2:25]1)[CH2:22][N:21]2[C:11]1[N:12]=[C:13]([NH2:14])[N:8]2[N:7]=[C:6]([C:2]3[O:1][CH:5]=[CH:4][CH:3]=3)[N:19]=[C:9]2[N:10]=1. The catalyst class is: 23. (5) Reactant: Cl.[CH3:2][O:3][C:4](=[O:9])[C:5]([NH2:8])([CH3:7])[CH3:6].[C:10]([C:13]1[CH:18]=[CH:17][C:16]([S:19](Cl)(=[O:21])=[O:20])=[CH:15][CH:14]=1)(=[O:12])[CH3:11].C(N(CC)CC)C.O. Product: [CH3:2][O:3][C:4](=[O:9])[C:5]([NH:8][S:19]([C:16]1[CH:15]=[CH:14][C:13]([C:10](=[O:12])[CH3:11])=[CH:18][CH:17]=1)(=[O:21])=[O:20])([CH3:7])[CH3:6]. The catalyst class is: 2. (6) Reactant: [CH3:1][CH:2]([CH3:14])[CH2:3][CH2:4][NH:5][N:6]1[CH:10]=[CH:9][CH:8]=[C:7]1[C:11]([OH:13])=[O:12].[C:15](=O)([O-])[O-:16].[K+].[K+].C(Cl)(Cl)=O.C(OCC)(=O)C. Product: [CH3:1][CH:2]([CH3:14])[CH2:3][CH2:4][N:5]1[C:15](=[O:16])[O:12][C:11](=[O:13])[C:7]2[N:6]1[CH:10]=[CH:9][CH:8]=2. The catalyst class is: 6.